From a dataset of Forward reaction prediction with 1.9M reactions from USPTO patents (1976-2016). Predict the product of the given reaction. (1) The product is: [F:35][C:32]1[CH:33]=[CH:34][C:29]([NH:28][C:18]2[C:19]3[C:20](=[O:22])[NH:27][CH2:26][C:24]=3[CH:25]=[C:16]([NH:15][C@@H:10]3[CH2:11][CH2:12][CH2:13][CH2:14][C@@H:9]3[NH:8][C:6](=[O:7])[O:5][C:1]([CH3:3])([CH3:2])[CH3:4])[N:17]=2)=[CH:30][C:31]=1[CH3:36]. Given the reactants [C:1]([O:5][C:6]([NH:8][C@H:9]1[CH2:14][CH2:13][CH2:12][CH2:11][C@H:10]1[NH:15][C:16]1[CH:25]=[C:24]([C:26]#[N:27])[C:19]([C:20]([O:22]C)=O)=[C:18]([NH:28][C:29]2[CH:34]=[CH:33][C:32]([F:35])=[C:31]([CH3:36])[CH:30]=2)[N:17]=1)=[O:7])([CH3:4])([CH3:3])[CH3:2], predict the reaction product. (2) The product is: [CH3:8][C:9]1[CH:14]=[C:13]([N+:15]([O-:17])=[O:16])[CH:12]=[CH:11][C:10]=1[N:18]=[C:19]1[NH:7][C:3]([CH3:6])([CH3:2])[CH2:4][S:20]1. Given the reactants [Cl-].[CH3:2][C:3]([NH3+:7])([CH3:6])[CH2:4]Cl.[CH3:8][C:9]1[CH:14]=[C:13]([N+:15]([O-:17])=[O:16])[CH:12]=[CH:11][C:10]=1[N:18]=[C:19]=[S:20], predict the reaction product.